From a dataset of Reaction yield outcomes from USPTO patents with 853,638 reactions. Predict the reaction yield, written as a fraction of the theoretical maximum amount of product (1.0 means a 100% yield; for example, 0.34 means a 34% yield). (1) The reactants are [CH3:1][O:2][C:3]1[CH:10]=[C:9]([O:11][CH3:12])[C:8]([C:13]2[CH:14]=[N:15][CH:16]=[CH:17][CH:18]=2)=[CH:7][C:4]=1[CH:5]=O.[C:19]([C:22]1[CH:27]=[CH:26][C:25]([S:28]([NH2:31])(=[O:30])=[O:29])=[CH:24][CH:23]=1)(=[O:21])[CH3:20]. No catalyst specified. The yield is 0.510. The product is [CH3:1][O:2][C:3]1[CH:10]=[C:9]([O:11][CH3:12])[C:8]([C:13]2[CH:14]=[N:15][CH:16]=[CH:17][CH:18]=2)=[CH:7][C:4]=1/[CH:5]=[CH:20]/[C:19]([C:22]1[CH:23]=[CH:24][C:25]([S:28]([NH2:31])(=[O:30])=[O:29])=[CH:26][CH:27]=1)=[O:21]. (2) The reactants are Br[C:2]1[CH:7]=[CH:6][C:5]([O:8][CH3:9])=[C:4]([N+:10]([O-:12])=[O:11])[CH:3]=1.[NH:13]1[CH2:18][CH2:17][O:16][CH2:15][CH2:14]1.P([O-])([O-])([O-])=O.[K+].[K+].[K+]. The catalyst is C(COC)OC.C(OCC)(=O)C.C([O-])(=O)C.[Pd+2].C([O-])(=O)C. The product is [CH3:9][O:8][C:5]1[CH:6]=[CH:7][C:2]([N:13]2[CH2:18][CH2:17][O:16][CH2:15][CH2:14]2)=[CH:3][C:4]=1[N+:10]([O-:12])=[O:11]. The yield is 0.690. (3) The reactants are [Si]([O:8][CH2:9][C:10]1[CH:11]=[C:12]([CH:17]=[CH:18][C:19]=1[C:20]1[C:25](F)=[CH:24][N:23]=[CH:22][N:21]=1)[C:13]([O:15][CH3:16])=[O:14])(C(C)(C)C)(C)C.CCCC[N+](CCCC)(CCCC)CCCC.[F-]. The catalyst is C1COCC1. The product is [N:21]1[C:20]2[C:19]3[CH:18]=[CH:17][C:12]([C:13]([O:15][CH3:16])=[O:14])=[CH:11][C:10]=3[CH2:9][O:8][C:25]=2[CH:24]=[N:23][CH:22]=1. The yield is 0.980. (4) The reactants are [NH2:1][C:2]1[CH:7]=[C:6]([C:8]([O:10]CC)=[CH2:9])[N:5]=[C:4]([C:13]([O:15][CH3:16])=[O:14])[C:3]=1[O:17][CH3:18].Cl. The catalyst is C1COCC1. The product is [C:8]([C:6]1[N:5]=[C:4]([C:13]([O:15][CH3:16])=[O:14])[C:3]([O:17][CH3:18])=[C:2]([NH2:1])[CH:7]=1)(=[O:10])[CH3:9]. The yield is 1.04. (5) The reactants are C(OC([NH:8][C@H:9]1[CH2:13][CH2:12][C@@H:11]([C:14]([OH:16])=[O:15])[CH2:10]1)=O)(C)(C)C.C(=O)(O)[O-].[Na+].I[CH2:23][CH3:24].[F:25][C:26]([F:31])([F:30])[C:27]([OH:29])=[O:28]. The catalyst is CN(C)C=O.C(OCC)(=O)C.C(Cl)Cl. The product is [F:25][C:26]([F:31])([F:30])[C:27]([OH:29])=[O:28].[NH2:8][C@H:9]1[CH2:13][CH2:12][C@@H:11]([C:14]([O:16][CH2:23][CH3:24])=[O:15])[CH2:10]1. The yield is 0.460. (6) The reactants are Cl[CH2:2][C:3]1[C:4]([S:9][CH:10]2[CH2:13][CH2:12][CH2:11]2)=[N:5][CH:6]=[CH:7][CH:8]=1.C([O:16][C:17]([CH:19]1[CH2:21][CH:20]1[C:22]1[CH:27]=[CH:26][C:25]([OH:28])=[C:24]([F:29])[CH:23]=1)=[O:18])C. The product is [CH:10]1([S:9][C:4]2[C:3]([CH2:2][O:28][C:25]3[CH:26]=[CH:27][C:22]([CH:20]4[CH2:21][CH:19]4[C:17]([OH:18])=[O:16])=[CH:23][C:24]=3[F:29])=[CH:8][CH:7]=[CH:6][N:5]=2)[CH2:13][CH2:12][CH2:11]1. No catalyst specified. The yield is 0.980.